This data is from Catalyst prediction with 721,799 reactions and 888 catalyst types from USPTO. The task is: Predict which catalyst facilitates the given reaction. (1) Product: [OH:8][C:9]1[CH:16]=[C:15]([O:17][CH3:18])[C:14]([O:19][CH3:20])=[CH:13][C:10]=1[CH:11]=[O:12]. Reactant: C([O:8][C:9]1[CH:16]=[C:15]([O:17][CH3:18])[C:14]([O:19][CH3:20])=[CH:13][C:10]=1[CH:11]=[O:12])C1C=CC=CC=1. The catalyst class is: 78. (2) Reactant: [CH3:1][O:2][C:3]1[CH:4]=[C:5]([CH:17]=[CH:18][C:19]=1[O:20][CH3:21])[CH2:6][C:7](=[O:16])[C:8]1[CH:13]=[CH:12][C:11]([OH:14])=[C:10]([CH3:15])[CH:9]=1.B(F)(F)F.C[CH2:27][O:28]CC.CS(Cl)(=O)=O. Product: [CH3:1][O:2][C:3]1[CH:4]=[C:5]([CH:17]=[CH:18][C:19]=1[O:20][CH3:21])[C:6]1[C:7](=[O:16])[C:8]2[C:9](=[C:10]([CH3:15])[C:11]([OH:14])=[CH:12][CH:13]=2)[O:28][CH:27]=1. The catalyst class is: 6. (3) Reactant: S(=O)(=O)(O)O.[Cl:6][C:7]1[CH:22]=[C:21]([Cl:23])[C:20]([O:24]CC2C=CC(OC)=CC=2)=[CH:19][C:8]=1[O:9][C:10]1[N:14]([CH3:15])[N:13]=[C:12]([CH3:16])[C:11]=1[CH:17]=[O:18].O. Product: [Cl:6][C:7]1[CH:22]=[C:21]([Cl:23])[C:20]([OH:24])=[CH:19][C:8]=1[O:9][C:10]1[N:14]([CH3:15])[N:13]=[C:12]([CH3:16])[C:11]=1[CH:17]=[O:18]. The catalyst class is: 7. (4) Reactant: [CH3:1][O:2][C:3]1[CH:10]=[CH:9][CH:8]=[C:7]([CH3:11])[C:4]=1[C:5]#[N:6].C1C(=O)N([Br:19])C(=O)C1. Product: [Br:19][C:8]1[C:7]([CH3:11])=[C:4]([C:3]([O:2][CH3:1])=[CH:10][CH:9]=1)[C:5]#[N:6]. The catalyst class is: 67. (5) Reactant: [Cl:1][C:2]1[CH:7]=[CH:6][C:5]([C:8]2[CH:13]=[N:12][N:11]3[C:14](=[O:18])[N:15]([CH3:17])[N:16]=[C:10]3[C:9]=2[C:19]2[CH:24]=[CH:23][C:22]([Cl:25])=[CH:21][CH:20]=2)=[CH:4][CH:3]=1.[CH2:26]([Mg]Br)[C:27]1[CH:32]=[CH:31][CH:30]=[CH:29][CH:28]=1.CO. Product: [CH2:26]([CH:13]1[NH:12][N:11]2[C:14](=[O:18])[N:15]([CH3:17])[N:16]=[C:10]2[C:9]([C:19]2[CH:20]=[CH:21][C:22]([Cl:25])=[CH:23][CH:24]=2)=[C:8]1[C:5]1[CH:6]=[CH:7][C:2]([Cl:1])=[CH:3][CH:4]=1)[C:27]1[CH:32]=[CH:31][CH:30]=[CH:29][CH:28]=1. The catalyst class is: 1. (6) Reactant: [CH2:1]([C:8]1[C:16]2[C:11](=[CH:12][CH:13]=[C:14]([C:17]3[CH:22]=[CH:21][C:20]([OH:23])=[CH:19][CH:18]=3)[CH:15]=2)[N:10]([CH3:24])[C:9]=1[C:25]1[CH:30]=[CH:29][CH:28]=[CH:27][CH:26]=1)[C:2]1[CH:7]=[CH:6][CH:5]=[CH:4][CH:3]=1.C([O-])([O-])=O.[K+].[K+].Br[CH2:38][C:39]#[N:40]. Product: [CH2:1]([C:8]1[C:16]2[C:11](=[CH:12][CH:13]=[C:14]([C:17]3[CH:22]=[CH:21][C:20]([O:23][CH2:38][C:39]#[N:40])=[CH:19][CH:18]=3)[CH:15]=2)[N:10]([CH3:24])[C:9]=1[C:25]1[CH:30]=[CH:29][CH:28]=[CH:27][CH:26]=1)[C:2]1[CH:3]=[CH:4][CH:5]=[CH:6][CH:7]=1. The catalyst class is: 21. (7) Reactant: [C:1]([N:4]1[C:12]2[C:7](=[CH:8][CH:9]=[CH:10][CH:11]=2)[C:6](=[C:13](O)[C:14]2[CH:19]=[CH:18][CH:17]=[CH:16][CH:15]=2)[C:5]1=[O:21])(=[O:3])[CH3:2].P(Cl)(Cl)(Cl)(Cl)[Cl:23]. Product: [C:1]([N:4]1[C:12]2[C:7](=[CH:8][CH:9]=[CH:10][CH:11]=2)[C:6](=[C:13]([Cl:23])[C:14]2[CH:19]=[CH:18][CH:17]=[CH:16][CH:15]=2)[C:5]1=[O:21])(=[O:3])[CH3:2]. The catalyst class is: 11.